Predict which catalyst facilitates the given reaction. From a dataset of Catalyst prediction with 721,799 reactions and 888 catalyst types from USPTO. (1) Reactant: [C:1]([NH:9][C:10]1[S:11][CH2:12][C@@H:13]2[CH2:19][C@H:18]([C:20]([NH:22]CC(OC)OC)=[O:21])[O:17][CH2:16][C@:14]2([C:29]2[CH:34]=[CH:33][C:32]([F:35])=[CH:31][C:30]=2[F:36])[N:15]=1)(=[O:8])[C:2]1[CH:7]=[CH:6][CH:5]=[CH:4][CH:3]=1.N. Product: [C:1]([NH:9][C:10]1[S:11][CH2:12][C@@H:13]2[CH2:19][C@H:18]([C:20]([NH2:22])=[O:21])[O:17][CH2:16][C@:14]2([C:29]2[CH:34]=[CH:33][C:32]([F:35])=[CH:31][C:30]=2[F:36])[N:15]=1)(=[O:8])[C:2]1[CH:7]=[CH:6][CH:5]=[CH:4][CH:3]=1. The catalyst class is: 12. (2) Reactant: [C:1]([O:9][CH3:10])(=[O:8])/[CH:2]=[CH:3]\[C:4]([O:6][CH3:7])=[O:5].[N+:11]([CH2:14][CH3:15])([O-:13])=[O:12].[F-].C([N+](CCCC)(CCCC)CCCC)CCC. Product: [N+:11]([CH:14]([CH:3]([CH2:2][C:1]([O:9][CH3:10])=[O:8])[C:4]([O:6][CH3:7])=[O:5])[CH3:15])([O-:13])=[O:12]. The catalyst class is: 1. (3) Reactant: [CH2:1]([O:3][C:4](=[O:22])[CH:5]([NH:11][C:12]([O:14][CH2:15][C:16]1[CH:21]=[CH:20][CH:19]=[CH:18][CH:17]=1)=[O:13])[C:6]([O:8][CH2:9][CH3:10])=[O:7])[CH3:2].I[CH2:24][CH:25]([CH2:28][CH3:29])[CH2:26][CH3:27].[OH-].[Li+]. Product: [CH2:9]([O:8][C:6](=[O:7])[C:5]([NH:11][C:12]([O:14][CH2:15][C:16]1[CH:21]=[CH:20][CH:19]=[CH:18][CH:17]=1)=[O:13])([CH2:24][CH:25]([CH2:28][CH3:29])[CH2:26][CH3:27])[C:4]([O:3][CH2:1][CH3:2])=[O:22])[CH3:10]. The catalyst class is: 60. (4) Reactant: [Cl:1][C:2]1[CH:20]=[C:19]([Cl:21])[CH:18]=[CH:17][C:3]=1[CH2:4][N:5]1[CH:9]=[C:8]([CH2:10][CH2:11][CH2:12][OH:13])[C:7]([O:14][CH2:15][CH3:16])=[N:6]1.[CH2:22]([N:29]1[C:33]([CH2:34][CH2:35][C:36]([O:38]CC)=[O:37])=[CH:32][C:31](O)=[N:30]1)[C:23]1[CH:28]=[CH:27][CH:26]=[CH:25][CH:24]=1.C(P(CCCC)CCCC)CCC.N(C(N1CCCCC1)=O)=NC(N1CCCCC1)=O.O1CCCC1CO.[OH-].[Na+].Cl. Product: [CH2:22]([N:29]1[C:33]([CH2:34][CH2:35][C:36]([OH:38])=[O:37])=[CH:32][C:31]([O:13][CH2:12][CH2:11][CH2:10][C:8]2[C:7]([O:14][CH2:15][CH3:16])=[N:6][N:5]([CH2:4][C:3]3[CH:17]=[CH:18][C:19]([Cl:21])=[CH:20][C:2]=3[Cl:1])[CH:9]=2)=[N:30]1)[C:23]1[CH:28]=[CH:27][CH:26]=[CH:25][CH:24]=1. The catalyst class is: 7.